This data is from Forward reaction prediction with 1.9M reactions from USPTO patents (1976-2016). The task is: Predict the product of the given reaction. (1) Given the reactants FC[C:3]1[CH:11]=[CH:10][C:6]([C:7]([O-:9])=[O:8])=[CH:5][CH:4]=1.[CH:12]1([CH:17]2[CH2:25][C:24]3[C:19](=[C:20]([CH3:28])[C:21]([CH3:27])=[C:22]([OH:26])[CH:23]=3)[C:18]2=[O:29])[CH2:16][CH2:15][CH2:14][CH2:13]1, predict the reaction product. The product is: [CH:12]1([CH:17]2[CH2:25][C:24]3[C:19](=[C:20]([CH3:28])[C:21]([CH3:27])=[C:22]([O:26][CH2:28][C:20]4[CH:21]=[C:22]([CH:23]=[CH:24][CH:19]=4)[O:26][C:3]4[CH:4]=[CH:5][C:6]([C:7]([OH:9])=[O:8])=[CH:10][CH:11]=4)[CH:23]=3)[C:18]2=[O:29])[CH2:13][CH2:14][CH2:15][CH2:16]1. (2) The product is: [NH2:22][C:21]1[C:15]2[C:16](=[CH:17][CH:18]=[CH:19][C:14]=2[O:13][CH2:12][C@H:11]([NH2:10])[CH3:23])[N:20]=[C:26]([CH3:33])[C:27]=1[C:28]([O:30][CH2:31][CH3:32])=[O:29]. Given the reactants C(OC(=O)[NH:10][C@H:11]([CH3:23])[CH2:12][O:13][C:14]1[CH:19]=[CH:18][CH:17]=[C:16]([NH2:20])[C:15]=1[C:21]#[N:22])C1C=CC=CC=1.O=[C:26]([CH3:33])[CH2:27][C:28]([O:30][CH2:31][CH3:32])=[O:29], predict the reaction product. (3) Given the reactants [CH2:1]1[O:3][CH2:2]1.[CH2:4]([C:12]1[CH:17]=[CH:16][CH:15]=[CH:14][C:13]=1O)[CH2:5][CH2:6][CH2:7][CH2:8][CH2:9][CH2:10][CH3:11].C1[O:21]C1.C1OC1.C(C1C=CC=CC=1O)CCCCCCCC, predict the reaction product. The product is: [CH2:2]1[O:3][CH2:1]1.[CH2:4]([C:12]1([OH:21])[CH2:17][CH2:16][CH2:15][CH2:14][CH2:13]1)[CH2:5][CH2:6][CH2:7][CH2:8][CH2:9][CH2:10][CH3:11]. (4) Given the reactants Br[C:2]1[CH:19]=[C:18]2[C:5]([CH2:6][C:7]3([C:11]42[N:15]=[C:14]([NH2:16])[C:13]([CH3:17])=[N:12]4)[CH2:10][CH2:9][CH2:8]3)=[CH:4][CH:3]=1.[C:20]([CH:22]1[CH2:24][CH2:23]1)#[CH:21].C(N(CC)CC)C, predict the reaction product. The product is: [CH:22]1([C:20]#[C:21][C:2]2[CH:19]=[C:18]3[C:5]([CH2:6][C:7]4([C:11]53[N:15]=[C:14]([NH2:16])[C:13]([CH3:17])=[N:12]5)[CH2:8][CH2:9][CH2:10]4)=[CH:4][CH:3]=2)[CH2:24][CH2:23]1. (5) The product is: [CH:1]1([CH2:7][NH:8][C:27]([C:24]2[CH:23]=[C:22]([C:30]([NH:32][C:33]3[S:34][CH:35]=[CH:36][N:37]=3)=[O:31])[C:21]([C:19]3[C:18]([CH3:38])=[C:17]([F:39])[CH:16]=[C:15]([C:13]([NH:12][CH:9]4[CH2:11][CH2:10]4)=[O:14])[CH:20]=3)=[CH:26][CH:25]=2)=[O:28])[CH2:6][CH2:5][CH2:4][CH2:3][CH2:2]1. Given the reactants [CH:1]1([CH2:7][NH2:8])[CH2:6][CH2:5][CH2:4][CH2:3][CH2:2]1.[CH:9]1([NH:12][C:13]([C:15]2[CH:16]=[C:17]([F:39])[C:18]([CH3:38])=[C:19]([C:21]3[CH:26]=[CH:25][C:24]([C:27](O)=[O:28])=[CH:23][C:22]=3[C:30]([NH:32][C:33]3[S:34][CH:35]=[CH:36][N:37]=3)=[O:31])[CH:20]=2)=[O:14])[CH2:11][CH2:10]1.Cl.CN(C)CCCN=C=NCC.CCOC(C)=O, predict the reaction product. (6) Given the reactants [Na+].[P:2]([O:6][CH2:7][C@@H:8]([OH:17])[C@@H:9]([OH:16])[C@H:10]([OH:15])[C@@H:11]([OH:14])[CH:12]=[O:13])([O-:5])([O-:4])=[O:3].[Na+].Cl.C(N=C=NCCCN(C)C)C.ON1C(=O)CCC1=O.[CH2:39]([CH2:41][NH2:42])[OH:40], predict the reaction product. The product is: [P:2]([O:6][CH2:7][C@@H:8]([OH:17])[C@@H:9]([OH:16])[C@H:10]([OH:15])[C@@H:11]([OH:14])[CH:12]=[O:13])([OH:4])([OH:5])=[O:3].[CH2:39]([CH2:41][NH2:42])[OH:40]. (7) The product is: [CH:1]1([CH2:4][O:5][C:6]2[N:11]=[C:10]([C:12]([N:32]3[CH2:33][CH2:34][CH:29]([CH:25]4[CH2:24][C:23]([CH3:22])([CH3:35])[NH:27][C:26]4=[O:28])[CH2:30][CH2:31]3)=[O:14])[CH:9]=[CH:8][C:7]=2[N:15]2[CH2:18][C:17]([F:20])([F:19])[CH2:16]2)[CH2:2][CH2:3]1. Given the reactants [CH:1]1([CH2:4][O:5][C:6]2[N:11]=[C:10]([C:12]([OH:14])=O)[CH:9]=[CH:8][C:7]=2[N:15]2[CH2:18][C:17]([F:20])([F:19])[CH2:16]2)[CH2:3][CH2:2]1.Cl.[CH3:22][C:23]1([CH3:35])[NH:27][C:26](=[O:28])[CH:25]([CH:29]2[CH2:34][CH2:33][NH:32][CH2:31][CH2:30]2)[CH2:24]1.CN(C(ON1N=NC2C=CC=CC1=2)=[N+](C)C)C.[B-](F)(F)(F)F.CCN(C(C)C)C(C)C, predict the reaction product. (8) Given the reactants [C:1]([O:5][C@@H:6]([C:11]1[C:12]([C:21]2[CH:22]=[C:23]3[C:28](=[CH:29][CH:30]=2)[O:27][CH2:26][CH2:25][CH2:24]3)=[C:13]2[CH:20]=[CH:19][NH:18][C:14]2=[N:15][C:16]=1[CH3:17])[C:7]([O:9]C)=[O:8])([CH3:4])([CH3:3])[CH3:2].Br[CH2:32][C:33]1[CH:38]=[C:37]([F:39])[CH:36]=[CH:35][C:34]=1[F:40], predict the reaction product. The product is: [C:1]([O:5][C@@H:6]([C:11]1[C:12]([C:21]2[CH:22]=[C:23]3[C:28](=[CH:29][CH:30]=2)[O:27][CH2:26][CH2:25][CH2:24]3)=[C:13]2[CH:20]=[CH:19][N:18]([CH2:32][C:33]3[CH:38]=[C:37]([F:39])[CH:36]=[CH:35][C:34]=3[F:40])[C:14]2=[N:15][C:16]=1[CH3:17])[C:7]([OH:9])=[O:8])([CH3:4])([CH3:3])[CH3:2].[C:1]([O:5][C@@H:6]([C:11]1[C:12]([C:21]2[CH:22]=[C:23]3[C:28](=[CH:29][CH:30]=2)[O:27][CH2:26][CH2:25][CH2:24]3)=[C:13]2[CH:20]=[CH:19][NH:18][C:14]2=[N:15][C:16]=1[CH3:17])[C:7]([OH:9])=[O:8])([CH3:4])([CH3:2])[CH3:3].